The task is: Predict the reaction yield, written as a fraction of the theoretical maximum amount of product (1.0 means a 100% yield; for example, 0.34 means a 34% yield).. This data is from Reaction yield outcomes from USPTO patents with 853,638 reactions. (1) The reactants are CN(C)C=O.[Br:6][C:7]1[CH:14]=[CH:13][C:10]([CH2:11][OH:12])=[CH:9][CH:8]=1.[H-].[Na+].F[C:18]1[CH:23]=[CH:22][C:21]([CH3:24])=[CH:20][N:19]=1. The catalyst is O. The product is [Br:6][C:7]1[CH:14]=[CH:13][C:10]([CH2:11][O:12][C:18]2[CH:23]=[CH:22][C:21]([CH3:24])=[CH:20][N:19]=2)=[CH:9][CH:8]=1. The yield is 0.593. (2) The reactants are [C:1]([O:5][C:6]([N:8]1[CH2:13][CH2:12][CH:11]([CH2:14][CH2:15][OH:16])[CH2:10][CH2:9]1)=[O:7])([CH3:4])([CH3:3])[CH3:2].[Cr](Cl)([O-])(=O)=O.[NH+]1C=CC=CC=1. The catalyst is C(Cl)Cl. The product is [C:1]([O:5][C:6]([N:8]1[CH2:13][CH2:12][CH:11]([CH2:14][CH:15]=[O:16])[CH2:10][CH2:9]1)=[O:7])([CH3:4])([CH3:3])[CH3:2]. The yield is 0.810. (3) The reactants are [Cl:1][CH2:2][CH2:3][C:4]1[CH:11]=[CH:10][C:7]([CH:8]=O)=[CH:6][CH:5]=1.Cl.[NH2:13][OH:14]. The catalyst is C(O)C. The product is [Cl:1][CH2:2][CH2:3][C:4]1[CH:11]=[CH:10][C:7]([CH:8]=[N:13][OH:14])=[CH:6][CH:5]=1. The yield is 0.950. (4) The reactants are [CH2:1]([N:8]([CH2:20][CH2:21][OH:22])[C:9](=[O:19])[C:10]1[CH:15]=[CH:14][C:13]([F:16])=[C:12]([Br:17])[C:11]=1F)[C:2]1[CH:7]=[CH:6][CH:5]=[CH:4][CH:3]=1.[H-].[Na+]. The catalyst is CN(C)C=O. The product is [CH2:1]([N:8]1[C:9](=[O:19])[C:10]2[CH:15]=[CH:14][C:13]([F:16])=[C:12]([Br:17])[C:11]=2[O:22][CH2:21][CH2:20]1)[C:2]1[CH:7]=[CH:6][CH:5]=[CH:4][CH:3]=1. The yield is 0.750. (5) The reactants are C(=O)([O-])[O-].[Cs+].[Cs+].[NH2:7][C:8]1[CH:9]=[C:10]([SH:14])[CH:11]=[CH:12][CH:13]=1.Cl[C:16]1[C:25]2[C:20](=[CH:21][C:22]([O:29][CH3:30])=[C:23]([O:26][CH2:27][CH3:28])[CH:24]=2)[N:19]=[CH:18][N:17]=1. The catalyst is C1COCC1. The product is [CH2:27]([O:26][C:23]1[CH:24]=[C:25]2[C:20](=[CH:21][C:22]=1[O:29][CH3:30])[N:19]=[CH:18][N:17]=[C:16]2[S:14][C:10]1[CH:9]=[C:8]([CH:13]=[CH:12][CH:11]=1)[NH2:7])[CH3:28]. The yield is 0.460.